Task: Predict the reactants needed to synthesize the given product.. Dataset: Full USPTO retrosynthesis dataset with 1.9M reactions from patents (1976-2016) (1) Given the product [C:52]([O:51][C:48]1[CH:47]=[CH:46][C:45]([CH2:44][C@H:40]([NH:39][C:37](=[O:38])[O:36][CH2:35][CH:33]2[C:34]3[CH:22]=[CH:23][CH:24]=[CH:25][C:26]=3[C:27]3[C:32]2=[CH:31][CH:30]=[CH:29][CH:28]=3)[C:41]([N:7]([C@@H:5]([CH3:6])[CH:4]([O:19][CH2:20][CH3:21])[O:3][CH2:1][CH3:2])[CH2:8][C:9]2[CH:10]=[CH:11][CH:12]=[C:13]3[C:18]=2[N:17]=[CH:16][CH:15]=[CH:14]3)=[O:42])=[CH:50][CH:49]=1)([CH3:55])([CH3:53])[CH3:54], predict the reactants needed to synthesize it. The reactants are: [CH2:1]([O:3][CH:4]([O:19][CH2:20][CH3:21])[C@@H:5]([NH:7][CH2:8][C:9]1[CH:10]=[CH:11][CH:12]=[C:13]2[C:18]=1[N:17]=[CH:16][CH:15]=[CH:14]2)[CH3:6])[CH3:2].[CH:22]1[C:34]2[CH:33]([CH2:35][O:36][C:37]([NH:39][C@@H:40]([CH2:44][C:45]3[CH:50]=[CH:49][C:48]([O:51][C:52]([CH3:55])([CH3:54])[CH3:53])=[CH:47][CH:46]=3)[C:41](O)=[O:42])=[O:38])[C:32]3[C:27](=[CH:28][CH:29]=[CH:30][CH:31]=3)[C:26]=2[CH:25]=[CH:24][CH:23]=1. (2) Given the product [CH2:1]([O:3][C:4]1[CH:9]=[C:8]([O:10][CH2:11][CH2:12][CH2:13][CH2:14][C:15]2[C:16]([O:20][CH2:21][CH3:22])=[N:17][N:18]([C:32]3[CH:37]=[CH:36][C:35]([C:38]([F:41])([F:40])[F:39])=[CH:34][N:33]=3)[CH:19]=2)[CH:7]=[CH:6][C:5]=1[CH2:23][CH2:24][C:25]([OH:27])=[O:26])[CH3:2], predict the reactants needed to synthesize it. The reactants are: [CH2:1]([O:3][C:4]1[CH:9]=[C:8]([O:10][CH2:11][CH2:12][CH2:13][CH2:14][C:15]2[C:16]([O:20][CH2:21][CH3:22])=[N:17][NH:18][CH:19]=2)[CH:7]=[CH:6][C:5]=1[CH2:23][CH2:24][C:25]([O:27]C)=[O:26])[CH3:2].[H-].[Na+].Cl[C:32]1[CH:37]=[CH:36][C:35]([C:38]([F:41])([F:40])[F:39])=[CH:34][N:33]=1.[Cl-].[NH4+]. (3) Given the product [F:24][C:2]([F:1])([F:23])[CH2:3][S:4]([C:5]1[CH:10]=[C:9]([C:11]2[C:12]([C:16]([F:18])([F:19])[F:17])=[N:13][NH:14][CH:15]=2)[CH:8]=[CH:7][C:6]=1[CH:20]([F:22])[F:21])=[O:33], predict the reactants needed to synthesize it. The reactants are: [F:1][C:2]([F:24])([F:23])[CH2:3][S:4][C:5]1[CH:10]=[C:9]([C:11]2[C:12]([C:16]([F:19])([F:18])[F:17])=[N:13][NH:14][CH:15]=2)[CH:8]=[CH:7][C:6]=1[CH:20]([F:22])[F:21].ClC1C=CC=C(C(OO)=[O:33])C=1.S([O-])([O-])=O.[Na+].[Na+]. (4) The reactants are: [N+:1]([C:4]1[CH:5]=[C:6]([CH:10]=[C:11]([C:13]([F:16])([F:15])[F:14])[CH:12]=1)[C:7]([OH:9])=O)([O-:3])=[O:2].C(Cl)(=O)C(Cl)=O.[CH:23]([N:26]1[CH2:31][CH2:30][NH:29][CH2:28][CH2:27]1)([CH3:25])[CH3:24]. Given the product [N+:1]([C:4]1[CH:5]=[C:6]([C:7]([N:29]2[CH2:30][CH2:31][N:26]([CH:23]([CH3:25])[CH3:24])[CH2:27][CH2:28]2)=[O:9])[CH:10]=[C:11]([C:13]([F:16])([F:15])[F:14])[CH:12]=1)([O-:3])=[O:2], predict the reactants needed to synthesize it.